This data is from Full USPTO retrosynthesis dataset with 1.9M reactions from patents (1976-2016). The task is: Predict the reactants needed to synthesize the given product. (1) Given the product [CH3:1][O:2][C:3]1[CH:31]=[CH:30][CH:29]=[CH:28][C:4]=1[O:5][C:6]1[CH:27]=[CH:26][C:9]([NH:10][C:11]2[C:20]3[C:15](=[CH:16][C:17]([O:23][CH2:35][CH2:34][CH2:33][Cl:32])=[C:18]([O:21][CH3:22])[CH:19]=3)[N:14]=[CH:13][C:12]=2[C:24]#[N:25])=[CH:8][CH:7]=1, predict the reactants needed to synthesize it. The reactants are: [CH3:1][O:2][C:3]1[CH:31]=[CH:30][CH:29]=[CH:28][C:4]=1[O:5][C:6]1[CH:27]=[CH:26][C:9]([NH:10][C:11]2[C:20]3[C:15](=[CH:16][C:17]([OH:23])=[C:18]([O:21][CH3:22])[CH:19]=3)[N:14]=[CH:13][C:12]=2[C:24]#[N:25])=[CH:8][CH:7]=1.[Cl:32][CH2:33][CH2:34][CH2:35]Br.[O-]CCCC.[K+].O. (2) Given the product [OH:41][CH2:3][CH2:2][CH2:1][CH:4]([C:34]([O:36][C:37]([CH3:40])([CH3:39])[CH3:38])=[O:35])[CH2:5][C@@H:6]([C:27]([O:29][C:30]([CH3:31])([CH3:32])[CH3:33])=[O:28])[NH:7][C:8]([C:9]1[CH:14]=[CH:13][CH:12]=[CH:11][CH:10]=1)([C:21]1[CH:26]=[CH:25][CH:24]=[CH:23][CH:22]=1)[C:15]1[CH:16]=[CH:17][CH:18]=[CH:19][CH:20]=1, predict the reactants needed to synthesize it. The reactants are: [CH2:1]([CH:4]([C:34]([O:36][C:37]([CH3:40])([CH3:39])[CH3:38])=[O:35])[CH2:5][C@@H:6]([C:27]([O:29][C:30]([CH3:33])([CH3:32])[CH3:31])=[O:28])[NH:7][C:8]([C:21]1[CH:26]=[CH:25][CH:24]=[CH:23][CH:22]=1)([C:15]1[CH:20]=[CH:19][CH:18]=[CH:17][CH:16]=1)[C:9]1[CH:14]=[CH:13][CH:12]=[CH:11][CH:10]=1)[CH:2]=[CH2:3].[OH-:41].[Na+].OO.O. (3) Given the product [O:19]1[CH2:20][CH2:21][O:22][CH:18]1[C:13]1[CH:14]=[CH:15][CH:16]=[C:17]2[C:12]=1[CH2:11][CH2:10][C:9](=[O:23])[N:8]2[CH2:7][C:6]1[CH:24]=[CH:25][C:3]([CH2:2][N:27]([CH3:26])[C:28]2[CH:33]=[CH:32][CH:31]=[CH:30][CH:29]=2)=[CH:4][CH:5]=1, predict the reactants needed to synthesize it. The reactants are: Cl[CH2:2][C:3]1[CH:25]=[CH:24][C:6]([CH2:7][N:8]2[C:17]3[C:12](=[C:13]([CH:18]4[O:22][CH2:21][CH2:20][O:19]4)[CH:14]=[CH:15][CH:16]=3)[CH2:11][CH2:10][C:9]2=[O:23])=[CH:5][CH:4]=1.[CH3:26][NH:27][C:28]1[CH:33]=[CH:32][CH:31]=[CH:30][CH:29]=1.C(=O)([O-])[O-].[K+].[K+].C(#N)C.